Predict the reactants needed to synthesize the given product. From a dataset of Full USPTO retrosynthesis dataset with 1.9M reactions from patents (1976-2016). (1) Given the product [CH2:1]([O:6][CH:7]1[CH:10]([CH:11]2[CH:16]=[CH:15][CH:14]=[CH:13][C:12]2=[O:17])[CH2:9][CH2:8]1)[C:5]1[CH:4]=[CH:3][CH:2]=[CH:19][CH:18]=1, predict the reactants needed to synthesize it. The reactants are: [CH:1]1([O:6][CH:7]2[CH:10]([CH:11]3[CH:16]=[CH:15][CH:14]=[CH:13][C:12]3=[O:17])[CH2:9][CH2:8]2)[CH2:5][CH2:4][CH2:3][CH2:2]1.[C:18]([Li])(C)(C)[CH3:19]. (2) The reactants are: [NH2:1][C:2]1[CH:7]=[N:6][C:5]([C:8]#[N:9])=[CH:4][N:3]=1.N1C=CC=CC=1.[C:16]1([O:22][C:23](Cl)=[O:24])[CH:21]=[CH:20][CH:19]=[CH:18][CH:17]=1.O. Given the product [C:16]1([O:22][C:23](=[O:24])[NH:1][C:2]2[CH:7]=[N:6][C:5]([C:8]#[N:9])=[CH:4][N:3]=2)[CH:21]=[CH:20][CH:19]=[CH:18][CH:17]=1, predict the reactants needed to synthesize it.